From a dataset of Forward reaction prediction with 1.9M reactions from USPTO patents (1976-2016). Predict the product of the given reaction. (1) Given the reactants [Cl:1][C:2]1[N:7]=[C:6](Cl)[C:5]([F:9])=[CH:4][N:3]=1.[NH:10]1[C:18]2[C:13](=[CH:14][CH:15]=[CH:16][CH:17]=2)[CH:12]=[CH:11]1, predict the reaction product. The product is: [Cl:1][C:2]1[N:7]=[C:6]([C:12]2[C:13]3[C:18](=[CH:17][CH:16]=[CH:15][CH:14]=3)[NH:10][CH:11]=2)[C:5]([F:9])=[CH:4][N:3]=1. (2) Given the reactants [CH2:1]([C:37]([O:39]CC)=[O:38])[CH2:2][CH2:3][CH2:4][CH2:5][CH2:6][CH2:7][CH2:8][CH2:9][CH2:10][C:11]([C:30]([O:32][C:33]([CH3:36])([CH3:35])[CH3:34])=[O:31])([C:23]([O:25][C:26]([CH3:29])([CH3:28])[CH3:27])=[O:24])[CH2:12][CH2:13][CH2:14][CH2:15][CH2:16][CH2:17][CH2:18][CH2:19][CH2:20][CH:21]=[CH2:22].CC([O-])(C)C.[K+].[O-][Mn](=O)(=O)=O.[K+], predict the reaction product. The product is: [C:33]([O:32][C:30]([C:11]([C:23]([O:25][C:26]([CH3:29])([CH3:28])[CH3:27])=[O:24])([CH2:12][CH2:13][CH2:14][CH2:15][CH2:16][CH2:17][CH2:18][CH2:19][CH2:20][CH:21]=[CH2:22])[CH2:10][CH2:9][CH2:8][CH2:7][CH2:6][CH2:5][CH2:4][CH2:3][CH2:2][CH2:1][C:37]([OH:39])=[O:38])=[O:31])([CH3:36])([CH3:34])[CH3:35]. (3) Given the reactants [CH:1]([C:3]1[N:4]([CH:8]2[CH2:13][CH2:12][N:11]([C:14]([O:16][C:17]([CH3:20])([CH3:19])[CH3:18])=[O:15])[CH2:10][CH2:9]2)[CH:5]=[CH:6][N:7]=1)=[O:2].[BH4-].[Na+], predict the reaction product. The product is: [OH:2][CH2:1][C:3]1[N:4]([CH:8]2[CH2:9][CH2:10][N:11]([C:14]([O:16][C:17]([CH3:20])([CH3:19])[CH3:18])=[O:15])[CH2:12][CH2:13]2)[CH:5]=[CH:6][N:7]=1. (4) Given the reactants Br[C:2]1[N:6]([CH3:7])[CH:5]=[N:4][C:3]=1[C:8]1[CH:13]=[CH:12][C:11]([F:14])=[C:10]([CH3:15])[CH:9]=1.[NH:16]1[C:24]2[C:19](=[CH:20][C:21](B3OC(C)(C)C(C)(C)O3)=[CH:22][CH:23]=2)[CH:18]=[N:17]1.C([O-])([O-])=O.[Na+].[Na+], predict the reaction product. The product is: [F:14][C:11]1[CH:12]=[CH:13][C:8]([C:3]2[N:4]=[CH:5][N:6]([CH3:7])[C:2]=2[C:21]2[CH:20]=[C:19]3[C:24](=[CH:23][CH:22]=2)[NH:16][N:17]=[CH:18]3)=[CH:9][C:10]=1[CH3:15]. (5) Given the reactants C([O:5][C:6]([NH:8][CH2:9][CH2:10][C@H:11]1[C:15]2[C:16]3[N:17]([N:20]=[C:21]([CH3:28])[C:22]=3C(OCC)=O)[CH:18]=[CH:19][C:14]=2[CH2:13][CH2:12]1)=O)(C)(C)C.[CH2:29](N(CC)CC)C.C(OC(=O)C)(=O)C.O, predict the reaction product. The product is: [CH3:28][C:21]1[CH:22]=[C:16]2[C:15]3[C@H:11]([CH2:10][CH2:9][NH:8][C:6](=[O:5])[CH3:29])[CH2:12][CH2:13][C:14]=3[CH:19]=[CH:18][N:17]2[N:20]=1.